This data is from Full USPTO retrosynthesis dataset with 1.9M reactions from patents (1976-2016). The task is: Predict the reactants needed to synthesize the given product. (1) Given the product [CH2:10]([N:9]([CH2:12][CH3:13])[C:7]([C:5]1[S:6][C:2](/[CH:34]=[CH:33]/[C:32](=[O:35])[NH:31][CH:20]([C:21]2[CH:26]=[CH:25][CH:24]=[C:23]([C:27]([F:28])([F:29])[F:30])[CH:22]=2)[C:19]([F:36])([F:37])[F:18])=[C:3]2[CH:17]=[CH:16][CH:15]=[CH:14][C:4]=12)=[O:8])[CH3:11], predict the reactants needed to synthesize it. The reactants are: Cl[C:2]1[S:6][C:5]([C:7]([N:9]([CH2:12][CH3:13])[CH2:10][CH3:11])=[O:8])=[C:4]2[CH:14]=[CH:15][CH:16]=[CH:17][C:3]=12.[F:18][C:19]([F:37])([F:36])[CH:20]([NH:31][C:32](=[O:35])[CH:33]=[CH2:34])[C:21]1[CH:26]=[CH:25][CH:24]=[C:23]([C:27]([F:30])([F:29])[F:28])[CH:22]=1.N#N. (2) Given the product [Cl:12][CH2:13][CH2:14][NH:15][C:16]([NH:1][C:2]1[C:11]2[C:6](=[CH:7][CH:8]=[CH:9][CH:10]=2)[N:5]=[CH:4][CH:3]=1)=[O:17], predict the reactants needed to synthesize it. The reactants are: [NH2:1][C:2]1[C:11]2[C:6](=[CH:7][CH:8]=[CH:9][CH:10]=2)[N:5]=[CH:4][CH:3]=1.[Cl:12][CH2:13][CH2:14][N:15]=[C:16]=[O:17].CO. (3) Given the product [CH3:1][C:2]1([CH2:6][S:16]([C:13]2[CH:14]=[CH:15][C:10]([CH3:20])=[CH:11][CH:12]=2)(=[O:18])=[O:17])[CH2:5][O:4][CH2:3]1, predict the reactants needed to synthesize it. The reactants are: [CH3:1][C:2]1([CH2:6]O)[CH2:5][O:4][CH2:3]1.[OH-].[Na+].[C:10]1([CH3:20])[CH:15]=[CH:14][C:13]([S:16](Cl)(=[O:18])=[O:17])=[CH:12][CH:11]=1.O.